Dataset: Full USPTO retrosynthesis dataset with 1.9M reactions from patents (1976-2016). Task: Predict the reactants needed to synthesize the given product. Given the product [P:51]([O:39][CH2:38][CH2:37][CH2:36][NH:35][C:31]1[N:30]=[C:29]([C:28]2[C:23]([O:22][C:21]3[CH:20]=[CH:19][C:18]([NH:17][C:10]4[C:11]5[C:16](=[CH:15][CH:14]=[CH:13][CH:12]=5)[C:7]([C:1]5[CH:2]=[CH:3][CH:4]=[CH:5][CH:6]=5)=[N:8][N:9]=4)=[CH:41][CH:40]=3)=[N:24][CH:25]=[CH:26][CH:27]=2)[CH:34]=[CH:33][N:32]=1)([O:52][C:53]([CH3:54])([CH3:55])[CH3:56])([O:57][C:58]([CH3:59])([CH3:60])[CH3:61])=[O:44], predict the reactants needed to synthesize it. The reactants are: [C:1]1([C:7]2[C:16]3[C:11](=[CH:12][CH:13]=[CH:14][CH:15]=3)[C:10]([NH:17][C:18]3[CH:41]=[CH:40][C:21]([O:22][C:23]4[C:28]([C:29]5[CH:34]=[CH:33][N:32]=[C:31]([NH:35][CH2:36][CH2:37][CH2:38][OH:39])[N:30]=5)=[CH:27][CH:26]=[CH:25][N:24]=4)=[CH:20][CH:19]=3)=[N:9][N:8]=2)[CH:6]=[CH:5][CH:4]=[CH:3][CH:2]=1.CC(N(C)C)=[O:44].C(N(CC)[P:51]([O:57][C:58]([CH3:61])([CH3:60])[CH3:59])[O:52][C:53]([CH3:56])([CH3:55])[CH3:54])C.N1C=NN=N1.OO.O.